This data is from NCI-60 drug combinations with 297,098 pairs across 59 cell lines. The task is: Regression. Given two drug SMILES strings and cell line genomic features, predict the synergy score measuring deviation from expected non-interaction effect. (1) Drug 1: CC1=C2C(C(=O)C3(C(CC4C(C3C(C(C2(C)C)(CC1OC(=O)C(C(C5=CC=CC=C5)NC(=O)OC(C)(C)C)O)O)OC(=O)C6=CC=CC=C6)(CO4)OC(=O)C)OC)C)OC. Drug 2: B(C(CC(C)C)NC(=O)C(CC1=CC=CC=C1)NC(=O)C2=NC=CN=C2)(O)O. Cell line: M14. Synergy scores: CSS=42.0, Synergy_ZIP=1.24, Synergy_Bliss=1.26, Synergy_Loewe=-8.32, Synergy_HSA=1.56. (2) Drug 1: CC1=C(C=C(C=C1)NC2=NC=CC(=N2)N(C)C3=CC4=NN(C(=C4C=C3)C)C)S(=O)(=O)N.Cl. Drug 2: CNC(=O)C1=CC=CC=C1SC2=CC3=C(C=C2)C(=NN3)C=CC4=CC=CC=N4. Cell line: NCI-H522. Synergy scores: CSS=9.77, Synergy_ZIP=-2.44, Synergy_Bliss=2.39, Synergy_Loewe=-3.95, Synergy_HSA=2.13.